From a dataset of Catalyst prediction with 721,799 reactions and 888 catalyst types from USPTO. Predict which catalyst facilitates the given reaction. (1) Reactant: Br.[NH:2]1[C:10]2[C:5](=[CH:6][CH:7]=[N:8][CH:9]=2)[CH:4]=[CH:3]1.Cl[C:12]1[CH:17]=[CH:16][C:15]([C:18]#[C:19][C:20]2[N:21]=[C:22]([CH3:25])[S:23][CH:24]=2)=[CH:14][N:13]=1.C(=O)([O-])[O-].[Cs+].[Cs+]. Product: [CH3:25][C:22]1[S:23][CH:24]=[C:20]([C:19]#[C:18][C:15]2[CH:16]=[CH:17][C:12]([N:2]3[C:10]4=[CH:9][N:8]=[CH:7][CH:6]=[C:5]4[CH:4]=[CH:3]3)=[N:13][CH:14]=2)[N:21]=1. The catalyst class is: 3. (2) Reactant: I[C:2]1[C:10]2[C:5](=[CH:6][C:7]([CH3:11])=[CH:8][CH:9]=2)[N:4]([CH2:12][CH2:13][CH2:14][N:15]([CH3:17])[CH3:16])[N:3]=1.C([Mg]Cl)(C)C.[CH2:23]([Sn:27]([CH2:33][CH2:34][CH2:35][CH3:36])([CH2:29][CH2:30][CH2:31][CH3:32])Cl)[CH2:24][CH2:25][CH3:26]. Product: [CH3:16][N:15]([CH3:17])[CH2:14][CH2:13][CH2:12][N:4]1[C:5]2[C:10](=[CH:9][CH:8]=[C:7]([CH3:11])[CH:6]=2)[C:2]([Sn:27]([CH2:29][CH2:30][CH2:31][CH3:32])([CH2:33][CH2:34][CH2:35][CH3:36])[CH2:23][CH2:24][CH2:25][CH3:26])=[N:3]1. The catalyst class is: 1. (3) Reactant: [S:1]1[CH:5]=[CH:4][C:3]([C:6]([OH:8])=[O:7])=[CH:2]1.[Br:9]Br. Product: [Br:9][C:5]1[S:1][CH:2]=[C:3]([C:6]([OH:8])=[O:7])[CH:4]=1. The catalyst class is: 52. (4) Reactant: [F:1][C:2]1[CH:3]=[C:4]([CH:18]=[CH:19][CH:20]=1)[C:5]([C:7]1[CH:15]=[C:14]([O:16][CH3:17])[CH:13]=[CH:12][C:8]=1[C:9](Cl)=[O:10])=O.Cl.[NH:22]1[CH2:27][CH2:26][CH2:25][C:24](=[O:28])[CH2:23]1.N1C(C)=CC=CC=1C. Product: [F:1][C:2]1[CH:3]=[C:4]([C:5]2[C:7]3[CH:15]=[C:14]([O:16][CH3:17])[CH:13]=[CH:12][C:8]=3[C:9](=[O:10])[N:22]3[CH2:27][CH2:26][CH2:25][C:24](=[O:28])[C:23]=23)[CH:18]=[CH:19][CH:20]=1. The catalyst class is: 11. (5) Reactant: [CH3:1][C:2]1[CH:3]=[C:4]([N+:15]([O-])=O)[C:5]([NH:8][CH2:9][C:10](OCC)=[O:11])=[N:6][CH:7]=1.Cl. Product: [CH3:1][C:2]1[CH:7]=[N:6][C:5]2[NH:8][CH2:9][C:10](=[O:11])[NH:15][C:4]=2[CH:3]=1. The catalyst class is: 186. (6) Reactant: FC(F)(F)C(O)=O.[CH2:8]([O:12][C:13]1[N:21]=[C:20]2[C:16]([N:17]=[C:18]([O:22][CH3:23])[NH:19]2)=[C:15]([NH2:24])[N:14]=1)[CH2:9][CH2:10][CH3:11].C(=O)([O-])[O-].[K+].[K+].Br[CH2:32][CH2:33][O:34][C:35]1[CH:44]=[CH:43][CH:42]=[CH:41][C:36]=1[C:37]([O:39][CH3:40])=[O:38]. Product: [NH2:24][C:15]1[N:14]=[C:13]([O:12][CH2:8][CH2:9][CH2:10][CH3:11])[N:21]=[C:20]2[C:16]=1[N:17]=[C:18]([O:22][CH3:23])[N:19]2[CH2:32][CH2:33][O:34][C:35]1[CH:44]=[CH:43][CH:42]=[CH:41][C:36]=1[C:37]([O:39][CH3:40])=[O:38]. The catalyst class is: 9. (7) Reactant: [CH2:1]=O.[CH3:3][NH:4][C:5]([C:7]1[CH:8]=[CH:9][C:10]2[CH:14]=[C:13]([C:15]3[C:20]([CH3:21])=[CH:19][N:18]=[C:17]([NH:22][CH2:23][CH2:24][CH:25]4[CH2:30][CH2:29][NH:28][CH2:27][CH2:26]4)[N:16]=3)[S:12][C:11]=2[CH:31]=1)=[O:6].[BH4-].[Na+]. Product: [CH3:3][NH:4][C:5]([C:7]1[CH:8]=[CH:9][C:10]2[CH:14]=[C:13]([C:15]3[C:20]([CH3:21])=[CH:19][N:18]=[C:17]([NH:22][CH2:23][CH2:24][CH:25]4[CH2:26][CH2:27][N:28]([CH3:1])[CH2:29][CH2:30]4)[N:16]=3)[S:12][C:11]=2[CH:31]=1)=[O:6]. The catalyst class is: 138. (8) Reactant: [CH3:1][C:2]1([CH3:20])[C:11]2[C:6](=[CH:7][CH:8]=[C:9]([CH3:12])[CH:10]=2)[NH:5][CH:4]([C:13]2[CH:14]=[C:15]([NH2:19])[CH:16]=[CH:17][CH:18]=2)[CH2:3]1.N1C=CC=CC=1.[CH3:27][S:28](Cl)(=[O:30])=[O:29]. Product: [CH3:1][C:2]1([CH3:20])[C:11]2[C:6](=[CH:7][CH:8]=[C:9]([CH3:12])[CH:10]=2)[NH:5][CH:4]([C:13]2[CH:14]=[C:15]([NH:19][S:28]([CH3:27])(=[O:30])=[O:29])[CH:16]=[CH:17][CH:18]=2)[CH2:3]1. The catalyst class is: 4. (9) Reactant: Cl[C:2]1[CH:11]=[C:10]([C:12]([NH:14][C:15]2[C:24]([CH3:25])=[CH:23][C:18]([C:19]([O:21][CH3:22])=[O:20])=[CH:17][C:16]=2[CH3:26])=[O:13])[C:9]2[C:4](=[CH:5][CH:6]=[CH:7][CH:8]=2)[N:3]=1.[C:27]([Si:31]([CH3:40])([CH3:39])[O:32][CH:33]1[CH2:38][CH2:37][NH:36][CH2:35][CH2:34]1)([CH3:30])([CH3:29])[CH3:28].C([O-])([O-])=O.[Cs+].[Cs+].COC1C=CC=C(OC)C=1C1C=CC=CC=1P(C1CCCCC1)C1CCCCC1. Product: [Si:31]([O:32][CH:33]1[CH2:34][CH2:35][N:36]([C:2]2[CH:11]=[C:10]([C:12]([NH:14][C:15]3[C:24]([CH3:25])=[CH:23][C:18]([C:19]([O:21][CH3:22])=[O:20])=[CH:17][C:16]=3[CH3:26])=[O:13])[C:9]3[C:4](=[CH:5][CH:6]=[CH:7][CH:8]=3)[N:3]=2)[CH2:37][CH2:38]1)([C:27]([CH3:30])([CH3:29])[CH3:28])([CH3:40])[CH3:39]. The catalyst class is: 62.